From a dataset of Reaction yield outcomes from USPTO patents with 853,638 reactions. Predict the reaction yield, written as a fraction of the theoretical maximum amount of product (1.0 means a 100% yield; for example, 0.34 means a 34% yield). (1) The reactants are [CH2:1]([C:4]1[CH:5]=[C:6]([CH2:12][C:13]#N)[CH:7]=[N:8][C:9]=1[CH2:10][CH3:11])[CH:2]=[CH2:3].Cl.[O:16]1CCOC[CH2:17]1.C([O-])(O)=[O:23].[Na+]. The catalyst is CO. The product is [CH3:17][O:16][C:13](=[O:23])[CH2:12][C:6]1[CH:7]=[N:8][C:9]([CH2:10][CH3:11])=[C:4]([CH2:1][CH:2]=[CH2:3])[CH:5]=1. The yield is 0.790. (2) The reactants are [CH:1]12[CH2:10][CH:5]3[CH2:6][CH:7]([CH2:9][CH:3]([CH2:4]3)[CH:2]1[NH:11][C:12](=[O:21])[CH:13]([N:15]1[CH2:20][CH2:19][NH:18][CH2:17][CH2:16]1)[CH3:14])[CH2:8]2.C(=O)([O-])[O-].[Na+].[Na+].Cl[C:29]1[CH:34]=[CH:33][C:32]([Cl:35])=[CH:31][N:30]=1. The catalyst is CS(C)=O. The product is [CH:1]12[CH2:10][CH:5]3[CH2:6][CH:7]([CH2:9][CH:3]([CH2:4]3)[CH:2]1[NH:11][C:12](=[O:21])[CH:13]([N:15]1[CH2:20][CH2:19][N:18]([C:29]3[CH:34]=[CH:33][C:32]([Cl:35])=[CH:31][N:30]=3)[CH2:17][CH2:16]1)[CH3:14])[CH2:8]2. The yield is 0.500. (3) The reactants are [C:1]([C:4]1[CH:9]=[CH:8][C:7]([B:10]2[O:18][C:15]([CH3:17])([CH3:16])[C:12]([CH3:14])([CH3:13])[O:11]2)=[CH:6][CH:5]=1)([OH:3])=O.[CH:19]1([NH2:22])[CH2:21][CH2:20]1.C(N(CC)CC)C.CN(C(ON1N=NC2C=CC=NC1=2)=[N+](C)C)C.F[P-](F)(F)(F)(F)F. The catalyst is O.CN(C=O)C. The product is [CH:19]1([NH:22][C:1]([C:4]2[CH:9]=[CH:8][C:7]([B:10]3[O:18][C:15]([CH3:17])([CH3:16])[C:12]([CH3:14])([CH3:13])[O:11]3)=[CH:6][CH:5]=2)=[O:3])[CH2:21][CH2:20]1. The yield is 0.620.